This data is from Forward reaction prediction with 1.9M reactions from USPTO patents (1976-2016). The task is: Predict the product of the given reaction. (1) Given the reactants [F:1][C:2]1[CH:26]=[CH:25][C:5]([CH2:6][C:7]2[S:11][C:10]([C:12]3[C:13]([O:23]C)=[C:14]4[C:19](=[O:20])[N:18]([CH3:21])[CH2:17][CH2:16][N:15]4[CH:22]=3)=[N:9][N:8]=2)=[CH:4][CH:3]=1.B(Br)(Br)Br, predict the reaction product. The product is: [F:1][C:2]1[CH:3]=[CH:4][C:5]([CH2:6][C:7]2[S:11][C:10]([C:12]3[C:13]([OH:23])=[C:14]4[C:19](=[O:20])[N:18]([CH3:21])[CH2:17][CH2:16][N:15]4[CH:22]=3)=[N:9][N:8]=2)=[CH:25][CH:26]=1. (2) Given the reactants Br[C:2]1[CH:3]=[CH:4][C:5]([O:9][CH3:10])=[C:6]([NH2:8])[CH:7]=1.C([O-])([O-])=O.[K+].[K+].[CH2:17](OB(C=C)OCCCC)[CH2:18]CC, predict the reaction product. The product is: [CH3:10][O:9][C:5]1[CH:4]=[CH:3][C:2]([CH:17]=[CH2:18])=[CH:7][C:6]=1[NH2:8]. (3) Given the reactants C1(P(C2C=CC=CC=2)C2C=CC=CC=2)C=CC=CC=1.C1C=CC(CNC(CN2C3C(=CC=CC=3)C(C=O)=C2)=O)=CC=1.[N:42]([CH2:45][C@H:46]1[O:50][C:49](=[O:51])[N:48]([C:52]2[CH:57]=[CH:56][C:55]([CH:58]([O:61][CH3:62])[O:59][CH3:60])=[C:54]([F:63])[CH:53]=2)[CH2:47]1)=[N+]=[N-].C([BH3-])#N.[Na+], predict the reaction product. The product is: [NH2:42][CH2:45][C@@H:46]1[O:50][C:49](=[O:51])[N:48]([C:52]2[CH:57]=[CH:56][C:55]([CH:58]([O:59][CH3:60])[O:61][CH3:62])=[C:54]([F:63])[CH:53]=2)[CH2:47]1. (4) Given the reactants C1COCC1.[F:6][C:7]1[CH:8]=[CH:9][C:10]2[N:11]([C:13]([CH2:23][C:24]3[N:28](C=C)[N:27]=[CH:26][N:25]=3)=[C:14]([C:16]3[CH:21]=[CH:20][C:19]([F:22])=[CH:18][CH:17]=3)[N:15]=2)[CH:12]=1.[BH4-].[Na+], predict the reaction product. The product is: [NH:28]1[C:24]([CH2:23][C:13]2[N:11]3[CH:12]=[C:7]([F:6])[CH:8]=[CH:9][C:10]3=[N:15][C:14]=2[C:16]2[CH:21]=[CH:20][C:19]([F:22])=[CH:18][CH:17]=2)=[N:25][CH:26]=[N:27]1. (5) Given the reactants [C:1](#[N:4])[CH:2]=C.[CH3:5][NH:6][CH2:7][CH2:8][C:9]1[CH:14]=[CH:13][CH:12]=[CH:11][N:10]=1, predict the reaction product. The product is: [N:10]1[CH:11]=[CH:12][CH:13]=[CH:14][C:9]=1[CH2:8][CH2:7][NH:6][CH2:5][CH2:2][C:1]#[N:4].